From a dataset of NCI-60 drug combinations with 297,098 pairs across 59 cell lines. Regression. Given two drug SMILES strings and cell line genomic features, predict the synergy score measuring deviation from expected non-interaction effect. (1) Drug 1: CC1C(C(=O)NC(C(=O)N2CCCC2C(=O)N(CC(=O)N(C(C(=O)O1)C(C)C)C)C)C(C)C)NC(=O)C3=C4C(=C(C=C3)C)OC5=C(C(=O)C(=C(C5=N4)C(=O)NC6C(OC(=O)C(N(C(=O)CN(C(=O)C7CCCN7C(=O)C(NC6=O)C(C)C)C)C)C(C)C)C)N)C. Drug 2: CN(C(=O)NC(C=O)C(C(C(CO)O)O)O)N=O. Cell line: MCF7. Synergy scores: CSS=2.96, Synergy_ZIP=-4.12, Synergy_Bliss=-3.32, Synergy_Loewe=-3.67, Synergy_HSA=-3.06. (2) Drug 1: C1=CC(=CC=C1CCCC(=O)O)N(CCCl)CCCl. Drug 2: CS(=O)(=O)OCCCCOS(=O)(=O)C. Cell line: RXF 393. Synergy scores: CSS=10.7, Synergy_ZIP=-7.31, Synergy_Bliss=-6.74, Synergy_Loewe=-5.93, Synergy_HSA=-4.65. (3) Drug 1: C1CCN(CC1)CCOC2=CC=C(C=C2)C(=O)C3=C(SC4=C3C=CC(=C4)O)C5=CC=C(C=C5)O. Drug 2: C(=O)(N)NO. Cell line: SF-539. Synergy scores: CSS=4.48, Synergy_ZIP=-2.50, Synergy_Bliss=-2.99, Synergy_Loewe=1.23, Synergy_HSA=-1.37. (4) Drug 1: CCC(=C(C1=CC=CC=C1)C2=CC=C(C=C2)OCCN(C)C)C3=CC=CC=C3.C(C(=O)O)C(CC(=O)O)(C(=O)O)O. Drug 2: COC1=NC(=NC2=C1N=CN2C3C(C(C(O3)CO)O)O)N. Cell line: MOLT-4. Synergy scores: CSS=79.2, Synergy_ZIP=1.07, Synergy_Bliss=1.00, Synergy_Loewe=2.70, Synergy_HSA=5.61. (5) Drug 1: CNC(=O)C1=CC=CC=C1SC2=CC3=C(C=C2)C(=NN3)C=CC4=CC=CC=N4. Drug 2: C(CN)CNCCSP(=O)(O)O. Cell line: HS 578T. Synergy scores: CSS=4.71, Synergy_ZIP=1.21, Synergy_Bliss=8.25, Synergy_Loewe=2.83, Synergy_HSA=5.18. (6) Drug 1: COC1=CC(=CC(=C1O)OC)C2C3C(COC3=O)C(C4=CC5=C(C=C24)OCO5)OC6C(C(C7C(O6)COC(O7)C8=CC=CS8)O)O. Drug 2: C1=CC(=CC=C1CC(C(=O)O)N)N(CCCl)CCCl.Cl. Cell line: NCI-H226. Synergy scores: CSS=19.0, Synergy_ZIP=-6.27, Synergy_Bliss=-2.58, Synergy_Loewe=-17.6, Synergy_HSA=-1.87.